This data is from NCI-60 drug combinations with 297,098 pairs across 59 cell lines. The task is: Regression. Given two drug SMILES strings and cell line genomic features, predict the synergy score measuring deviation from expected non-interaction effect. (1) Drug 1: CC1C(C(=O)NC(C(=O)N2CCCC2C(=O)N(CC(=O)N(C(C(=O)O1)C(C)C)C)C)C(C)C)NC(=O)C3=C4C(=C(C=C3)C)OC5=C(C(=O)C(=C(C5=N4)C(=O)NC6C(OC(=O)C(N(C(=O)CN(C(=O)C7CCCN7C(=O)C(NC6=O)C(C)C)C)C)C(C)C)C)N)C. Drug 2: CC1CCC2CC(C(=CC=CC=CC(CC(C(=O)C(C(C(=CC(C(=O)CC(OC(=O)C3CCCCN3C(=O)C(=O)C1(O2)O)C(C)CC4CCC(C(C4)OC)OCCO)C)C)O)OC)C)C)C)OC. Cell line: HCT116. Synergy scores: CSS=13.9, Synergy_ZIP=-1.47, Synergy_Bliss=-1.93, Synergy_Loewe=-14.7, Synergy_HSA=-4.27. (2) Cell line: MOLT-4. Drug 2: C1=CN(C=N1)CC(O)(P(=O)(O)O)P(=O)(O)O. Drug 1: CC12CCC3C(C1CCC2O)C(CC4=C3C=CC(=C4)O)CCCCCCCCCS(=O)CCCC(C(F)(F)F)(F)F. Synergy scores: CSS=1.00, Synergy_ZIP=-1.03, Synergy_Bliss=-3.08, Synergy_Loewe=-2.07, Synergy_HSA=-2.37. (3) Drug 1: CC1=C2C(C(=O)C3(C(CC4C(C3C(C(C2(C)C)(CC1OC(=O)C(C(C5=CC=CC=C5)NC(=O)C6=CC=CC=C6)O)O)OC(=O)C7=CC=CC=C7)(CO4)OC(=O)C)O)C)OC(=O)C. Drug 2: CCC1(C2=C(COC1=O)C(=O)N3CC4=CC5=C(C=CC(=C5CN(C)C)O)N=C4C3=C2)O.Cl. Cell line: KM12. Synergy scores: CSS=64.3, Synergy_ZIP=-6.02, Synergy_Bliss=-3.97, Synergy_Loewe=-1.54, Synergy_HSA=1.34. (4) Drug 1: C1=CC(=CC=C1CCCC(=O)O)N(CCCl)CCCl. Drug 2: CCC1(CC2CC(C3=C(CCN(C2)C1)C4=CC=CC=C4N3)(C5=C(C=C6C(=C5)C78CCN9C7C(C=CC9)(C(C(C8N6C=O)(C(=O)OC)O)OC(=O)C)CC)OC)C(=O)OC)O.OS(=O)(=O)O. Cell line: NCI-H226. Synergy scores: CSS=21.8, Synergy_ZIP=4.62, Synergy_Bliss=7.23, Synergy_Loewe=5.91, Synergy_HSA=6.09.